This data is from Reaction yield outcomes from USPTO patents with 853,638 reactions. The task is: Predict the reaction yield, written as a fraction of the theoretical maximum amount of product (1.0 means a 100% yield; for example, 0.34 means a 34% yield). (1) The reactants are [Cl:1][C:2]1[N:7]=[CH:6][C:5]([CH2:8][O:9][C:10]2[CH:11]=[CH:12][C:13]3[O:17][C:16]([CH:18]([NH:25][C:26]4[CH:31]=[CH:30][C:29]([C:32]([NH:34][CH2:35][CH2:36][C:37]([O:39]CC)=[O:38])=[O:33])=[CH:28][CH:27]=4)[CH:19]4[CH2:24][CH2:23][CH2:22][CH2:21][CH2:20]4)=[C:15]([CH3:42])[C:14]=3[CH:43]=2)=[CH:4][CH:3]=1.[OH-].[Na+]. The catalyst is C(O)C. The product is [Cl:1][C:2]1[N:7]=[CH:6][C:5]([CH2:8][O:9][C:10]2[CH:11]=[CH:12][C:13]3[O:17][C:16]([CH:18]([NH:25][C:26]4[CH:27]=[CH:28][C:29]([C:32]([NH:34][CH2:35][CH2:36][C:37]([OH:39])=[O:38])=[O:33])=[CH:30][CH:31]=4)[CH:19]4[CH2:24][CH2:23][CH2:22][CH2:21][CH2:20]4)=[C:15]([CH3:42])[C:14]=3[CH:43]=2)=[CH:4][CH:3]=1. The yield is 0.740. (2) The reactants are [Cl:1][S:2]([OH:5])(=O)=[O:3].[NH:6]1[C:14]2[C:9](=[CH:10][CH:11]=[CH:12][CH:13]=2)[CH2:8][C:7]1=[O:15]. The catalyst is O. The product is [Cl:1][S:2]([C:11]1[CH:10]=[C:9]2[C:14](=[CH:13][CH:12]=1)[NH:6][C:7](=[O:15])[CH2:8]2)(=[O:5])=[O:3]. The yield is 0.720.